This data is from Full USPTO retrosynthesis dataset with 1.9M reactions from patents (1976-2016). The task is: Predict the reactants needed to synthesize the given product. Given the product [Cl:7][C:8]1[C:17]([C:18]2[CH:23]=[CH:22][CH:21]=[CH:20][CH:19]=2)=[C:16]([Cl:24])[C:15]2[C:10](=[CH:11][CH:12]=[C:13]([C:25]([C:27]3[O:31][N:30]=[C:29]([CH3:32])[CH:28]=3)=[O:26])[CH:14]=2)[N:9]=1, predict the reactants needed to synthesize it. The reactants are: O1CCOCC1.[Cl:7][C:8]1[C:17]([C:18]2[CH:23]=[CH:22][CH:21]=[CH:20][CH:19]=2)=[C:16]([Cl:24])[C:15]2[C:10](=[CH:11][CH:12]=[C:13]([CH:25]([C:27]3[O:31][N:30]=[C:29]([CH3:32])[CH:28]=3)[OH:26])[CH:14]=2)[N:9]=1.